This data is from Catalyst prediction with 721,799 reactions and 888 catalyst types from USPTO. The task is: Predict which catalyst facilitates the given reaction. (1) Reactant: [H-].[Na+].[CH2:3]([O:10][C:11]([N:13]1[CH2:18][CH2:17][C:16]([OH:20])([CH3:19])[CH:15]([F:21])[CH2:14]1)=[O:12])[C:4]1[CH:9]=[CH:8][CH:7]=[CH:6][CH:5]=1.S(OC)(O[CH3:26])(=O)=O.C1OCCOCCOCCOCCOCCOC1. Product: [CH2:3]([O:10][C:11]([N:13]1[CH2:18][CH2:17][C:16]([O:20][CH3:26])([CH3:19])[CH:15]([F:21])[CH2:14]1)=[O:12])[C:4]1[CH:5]=[CH:6][CH:7]=[CH:8][CH:9]=1. The catalyst class is: 7. (2) Reactant: N[C@H:2]1[CH2:6][N:5]([C:7]([O:9][C:10]([CH3:13])([CH3:12])[CH3:11])=[O:8])[C@H:4]([CH2:14][O:15][Si:16]([C:29]([CH3:32])([CH3:31])[CH3:30])([C:23]2[CH:28]=[CH:27][CH:26]=[CH:25][CH:24]=2)[C:17]2[CH:22]=[CH:21][CH:20]=[CH:19][CH:18]=2)[CH2:3]1.[CH3:33]C(O)=O.C=O.[BH3-][C:40]#[N:41].[Na+]. Product: [C:10]([O:9][C:7]([N:5]1[CH2:6][C@H:2]([N:41]([CH3:40])[CH3:33])[CH2:3][C@H:4]1[CH2:14][O:15][Si:16]([C:29]([CH3:32])([CH3:31])[CH3:30])([C:23]1[CH:24]=[CH:25][CH:26]=[CH:27][CH:28]=1)[C:17]1[CH:22]=[CH:21][CH:20]=[CH:19][CH:18]=1)=[O:8])([CH3:13])([CH3:11])[CH3:12]. The catalyst class is: 5. (3) Reactant: C1(C)C=CC=CC=1.[C:8]([OH:19])(=O)[CH:9]=[CH:10][CH2:11][CH2:12][CH:13]=[CH:14][CH:15]=[CH:16][CH3:17].CN(C=O)C.S(Cl)([Cl:27])=O. Product: [C:8]([Cl:27])(=[O:19])[CH:9]=[CH:10][CH2:11][CH2:12][CH:13]=[CH:14][CH:15]=[CH:16][CH3:17]. The catalyst class is: 11. (4) Reactant: C(N(CC)CC)C.[Cl:8][C:9]1[CH:16]=[CH:15][CH:14]=[C:13]([Cl:17])[C:10]=1[CH:11]=O.Cl.[NH2:19][OH:20].O. The catalyst class is: 4. Product: [Cl:8][C:9]1[CH:16]=[CH:15][CH:14]=[C:13]([Cl:17])[C:10]=1[CH:11]=[N:19][OH:20]. (5) Reactant: [C:1]([O:5][C:6]([N:8]1[CH2:13][CH2:12][NH:11][C:10](=[O:14])[CH2:9]1)=[O:7])([CH3:4])([CH3:3])[CH3:2].[H-].[Na+].[CH3:17]I. Product: [C:1]([O:5][C:6]([N:8]1[CH2:13][CH2:12][N:11]([CH3:17])[C:10](=[O:14])[CH2:9]1)=[O:7])([CH3:4])([CH3:2])[CH3:3]. The catalyst class is: 9. (6) Reactant: C([O:4][C:5]1[CH:10]=[CH:9][C:8]([C:11](Br)([CH3:16])[C:12]([O:14][CH3:15])=[O:13])=[CH:7][CH:6]=1)(=O)C.C1COCC1.[NH3:23]. Product: [NH2:23][C:11]([C:8]1[CH:9]=[CH:10][C:5]([OH:4])=[CH:6][CH:7]=1)([CH3:16])[C:12]([O:14][CH3:15])=[O:13]. The catalyst class is: 8. (7) Reactant: [Br:1][C:2]1[CH:3]=[CH:4][C:5]([N+:15]([O-])=O)=[C:6]([N:8]([CH3:14])[C:9](=O)[CH2:10][O:11][CH3:12])[CH:7]=1.[Cl-].[Cl-].[Ca+2].C([O-])(O)=O.[Na+]. Product: [Br:1][C:2]1[CH:3]=[CH:4][C:5]2[N:15]=[C:9]([CH2:10][O:11][CH3:12])[N:8]([CH3:14])[C:6]=2[CH:7]=1. The catalyst class is: 565.